This data is from CYP1A2 inhibition data for predicting drug metabolism from PubChem BioAssay. The task is: Regression/Classification. Given a drug SMILES string, predict its absorption, distribution, metabolism, or excretion properties. Task type varies by dataset: regression for continuous measurements (e.g., permeability, clearance, half-life) or binary classification for categorical outcomes (e.g., BBB penetration, CYP inhibition). Dataset: cyp1a2_veith. (1) The compound is COc1ccc(/C(O)=C2/C(=O)C(=O)N(CCN3CCOCC3)C2c2ccc(C)cc2)cc1. The result is 0 (non-inhibitor). (2) The molecule is C#C[C@]1(O)CC[C@@H]2[C@H]3CCc4cc(OC)ccc4[C@@H]3CC[C@@]21C. The result is 1 (inhibitor).